This data is from Forward reaction prediction with 1.9M reactions from USPTO patents (1976-2016). The task is: Predict the product of the given reaction. (1) Given the reactants [OH-:1].[K+].[CH2:3]([N:10]1[CH2:17][CH2:16][C:13]2([CH2:15][O:14]2)[CH2:12][CH2:11]1)[C:4]1[CH:9]=[CH:8][CH:7]=[CH:6][CH:5]=1.Cl.[Cl-].[Na+], predict the reaction product. The product is: [CH2:3]([N:10]1[CH2:17][CH2:16][C:13]([CH2:15][OH:14])([OH:1])[CH2:12][CH2:11]1)[C:4]1[CH:9]=[CH:8][CH:7]=[CH:6][CH:5]=1. (2) Given the reactants [Cl:1][C:2]1[N:7]=[C:6](Cl)[CH:5]=[CH:4][N:3]=1.[NH2:9][C:10]1[CH:18]=[CH:17][C:13]2[N:14]=[CH:15][NH:16][C:12]=2[CH:11]=1.CCN(CC)CC, predict the reaction product. The product is: [Cl:1][C:2]1[N:7]=[C:6]([NH:9][C:10]2[CH:18]=[CH:17][C:13]3[NH:14][CH:15]=[N:16][C:12]=3[CH:11]=2)[CH:5]=[CH:4][N:3]=1. (3) The product is: [CH2:18]([N:25]1[CH:29]=[C:28]([C:10]2[C:4]3[C:5](=[CH:6][N:7]=[C:2]([C:41]4[CH:40]=[N:39][CH:44]=[CH:43][CH:42]=4)[CH:3]=3)[N:8]([CH:12]3[CH2:17][CH2:16][CH2:15][CH2:14][O:13]3)[N:9]=2)[CH:27]=[N:26]1)[C:19]1[CH:20]=[CH:21][CH:22]=[CH:23][CH:24]=1. Given the reactants Br[C:2]1[CH:3]=[C:4]2[C:10](I)=[N:9][N:8]([CH:12]3[CH2:17][CH2:16][CH2:15][CH2:14][O:13]3)[C:5]2=[CH:6][N:7]=1.[CH2:18]([N:25]1[CH:29]=[C:28](B2OC(C)(C)C(C)(C)O2)[CH:27]=[N:26]1)[C:19]1[CH:24]=[CH:23][CH:22]=[CH:21][CH:20]=1.[N:39]1[CH:44]=[CH:43][CH:42]=[C:41](B2OC(C)(C)C(C)(C)O2)[CH:40]=1, predict the reaction product. (4) The product is: [CH2:20]([O:22][C:23]1[CH:24]=[C:25]([CH:28]=[CH:29][C:30]=1[F:31])[CH2:26][N:17]1[CH2:18][CH2:19][CH:14]([NH:13][C:11]2[O:12][C:8]3[CH:7]=[CH:6][CH:5]=[C:4]([N+:1]([O-:3])=[O:2])[C:9]=3[N:10]=2)[CH2:15][CH2:16]1)[CH3:21]. Given the reactants [N+:1]([C:4]1[C:9]2[N:10]=[C:11]([NH:13][CH:14]3[CH2:19][CH2:18][NH:17][CH2:16][CH2:15]3)[O:12][C:8]=2[CH:7]=[CH:6][CH:5]=1)([O-:3])=[O:2].[CH2:20]([O:22][C:23]1[CH:24]=[C:25]([CH:28]=[CH:29][C:30]=1[F:31])[CH:26]=O)[CH3:21].OC1C=C(C=CC=1F)C(O)=O.ClC1C=CC(C=O)=CC=1OCC.C([BH3-])#N.[Na+].C(N(C(C)C)C(C)C)C, predict the reaction product. (5) Given the reactants [NH:1]1[CH:5]=[N:4][C:3]([NH2:6])=[N:2]1.[C:7](Cl)(=[O:12])[C:8]([CH3:11])([CH3:10])[CH3:9], predict the reaction product. The product is: [NH:1]1[CH:5]=[N:4][C:3]([NH:6][C:7](=[O:12])[C:8]([CH3:11])([CH3:10])[CH3:9])=[N:2]1.